Dataset: Catalyst prediction with 721,799 reactions and 888 catalyst types from USPTO. Task: Predict which catalyst facilitates the given reaction. (1) Reactant: N.[Li].[CH3:3][C@@:4]12[CH2:17][CH2:16][C:15](=[O:18])[CH:14]=[C:13]1[CH2:12][CH2:11][C@H:10]1[C@H:5]2[CH2:6][C@@H:7]2[CH2:21][CH2:20][C@H:19]([OH:22])[C@@:8]2([CH3:23])[CH2:9]1.[NH4+].[Cl-]. Product: [CH3:3][C@@:4]12[CH2:17][CH2:16][C:15](=[O:18])[CH2:14][C@H:13]1[CH2:12][CH2:11][C@H:10]1[C@H:5]2[CH2:6][C@@H:7]2[CH2:21][CH2:20][C@H:19]([OH:22])[C@@:8]2([CH3:23])[CH2:9]1. The catalyst class is: 1. (2) Reactant: [CH3:1][O:2][C:3]([C:5]1[S:6][C:7]([C:11]2[CH:16]=[CH:15][CH:14]=[CH:13][CH:12]=2)=[CH:8][C:9]=1[NH2:10])=[O:4].[CH2:17]1[O:27][C:20]2([CH2:25][CH2:24][C:23](=O)[CH2:22][CH2:21]2)[O:19][CH2:18]1.C([Sn](Cl)(Cl)CCCC)CCC.C1([SiH3])C=CC=CC=1. Product: [CH3:1][O:2][C:3]([C:5]1[S:6][C:7]([C:11]2[CH:16]=[CH:15][CH:14]=[CH:13][CH:12]=2)=[CH:8][C:9]=1[NH:10][CH:23]1[CH2:24][CH2:25][C:20]2([O:27][CH2:17][CH2:18][O:19]2)[CH2:21][CH2:22]1)=[O:4]. The catalyst class is: 1. (3) Reactant: [H-].[Na+].[CH2:3]([C:7]1[N:8]([CH2:20][C:21]([CH3:24])([OH:23])[CH3:22])[C:9]2[C:18]3[CH:17]=[CH:16][CH:15]=[CH:14][C:13]=3[N:12]=[CH:11][C:10]=2[N:19]=1)[CH2:4][CH2:5][CH3:6].[CH:25]([S:27]([CH3:30])(=[O:29])=[O:28])=[CH2:26].O. Product: [CH2:3]([C:7]1[N:8]([CH2:20][C:21]([CH3:24])([O:23][CH2:26][CH2:25][S:27]([CH3:30])(=[O:29])=[O:28])[CH3:22])[C:9]2[C:18]3[CH:17]=[CH:16][CH:15]=[CH:14][C:13]=3[N:12]=[CH:11][C:10]=2[N:19]=1)[CH2:4][CH2:5][CH3:6]. The catalyst class is: 334.